Dataset: Reaction yield outcomes from USPTO patents with 853,638 reactions. Task: Predict the reaction yield, written as a fraction of the theoretical maximum amount of product (1.0 means a 100% yield; for example, 0.34 means a 34% yield). (1) The reactants are B(F)(F)F.CCOCC.[CH:10](=O)[CH2:11][CH2:12][CH3:13].C[Si](C)(C)[O:17][C:18]1[CH2:21][CH2:20][C:19]=1[O:22][Si](C)(C)C.C([O-])(O)=O.[Na+].C(O)(C(F)(F)F)=O. The catalyst is C(Cl)Cl. The product is [CH2:11]([CH:10]1[C:19](=[O:22])[CH2:20][CH2:21][C:18]1=[O:17])[CH2:12][CH3:13]. The yield is 0.180. (2) The reactants are [OH:1][CH2:2][CH2:3][O:4][C:5]1[CH:10]=[CH:9][C:8]([C:11]2[CH:12]=[C:13]([C:19]#[N:20])[C:14](=[O:18])[NH:15][C:16]=2[CH3:17])=[CH:7][CH:6]=1.[Na].I([O-])(=O)(=O)=[O:23].[Na+]. The catalyst is [Ru](Cl)(Cl)Cl.O.C(#N)C.ClCCl. The product is [C:19]([C:13]1[C:14](=[O:18])[NH:15][C:16]([CH3:17])=[C:11]([C:8]2[CH:9]=[CH:10][C:5]([O:4][CH2:3][C:2]([OH:23])=[O:1])=[CH:6][CH:7]=2)[CH:12]=1)#[N:20]. The yield is 0.240. (3) The reactants are [Cl:1][C:2]1[C:3]([OH:11])=[C:4](B(O)O)[CH:5]=[CH:6][CH:7]=1.Br[C:13]1[C:18]([Br:19])=[CH:17][CH:16]=[CH:15][N:14]=1.C(=O)([O-])[O-].[K+].[K+]. The catalyst is COCCOC.O. The product is [Br:19][C:18]1[C:13]([C:4]2[CH:5]=[CH:6][CH:7]=[C:2]([Cl:1])[C:3]=2[OH:11])=[N:14][CH:15]=[CH:16][CH:17]=1. The yield is 0.340. (4) The reactants are [CH:1]([CH:4]1[C:9]([O:10][CH3:11])=[N:8][CH:7]([CH2:12][CH2:13]C(F)(F)F)[C:6]([O:18][CH3:19])=[N:5]1)([CH3:3])[CH3:2].BrCC[O:23][CH2:24][C:25]([F:28])([F:27])[F:26]. No catalyst specified. The product is [CH:1]([CH:4]1[C:9]([O:10][CH3:11])=[N:8][CH:7]([CH2:12][CH2:13][O:23][CH2:24][C:25]([F:28])([F:27])[F:26])[C:6]([O:18][CH3:19])=[N:5]1)([CH3:2])[CH3:3]. The yield is 0.650. (5) The reactants are Br[CH2:2][CH2:3][CH2:4][O:5][C:6]1[CH:11]=[CH:10][C:9]([OH:12])=[CH:8][CH:7]=1.[CH2:13]([NH:15][C:16]1[CH:21]=[CH:20][CH:19]=[CH:18][CH:17]=1)[CH3:14].C(N(C(C)C)CC)(C)C. The catalyst is C(#N)C. The product is [CH2:13]([N:15]([C:16]1[CH:21]=[CH:20][CH:19]=[CH:18][CH:17]=1)[CH2:2][CH2:3][CH2:4][O:5][C:6]1[CH:11]=[CH:10][C:9]([OH:12])=[CH:8][CH:7]=1)[CH3:14]. The yield is 0.240. (6) The reactants are [C:1]([O:5][C:6]1[C:15]2[C:10](=[CH:11][CH:12]=[CH:13][CH:14]=2)[C:9]([OH:16])=[C:8]([CH3:17])[C:7]=1[CH2:18]/[CH:19]=[C:20](\[CH3:52])/[CH2:21][CH2:22]/[CH:23]=[C:24](\[CH3:51])/[CH2:25][CH2:26]/[CH:27]=[C:28](\[CH3:50])/[CH2:29][CH2:30]/[CH:31]=[C:32](\[CH3:49])/[CH2:33][CH2:34]/[CH:35]=[C:36](\[CH3:48])/[CH2:37][CH2:38]/[CH:39]=[C:40](\[CH3:47])/[CH2:41][CH2:42][CH:43]=[C:44]([CH3:46])[CH3:45])(=[O:4])[CH2:2][CH3:3].[P:53](Cl)([O:58][CH2:59][CH3:60])([O:55][CH2:56][CH3:57])=[O:54].CCN(CC)CC. The catalyst is C(Cl)Cl. The product is [C:1]([O:5][C:6]1[C:15]2[C:10](=[CH:11][CH:12]=[CH:13][CH:14]=2)[C:9]([O:16][P:53]([O:58][CH2:59][CH3:60])([O:55][CH2:56][CH3:57])=[O:54])=[C:8]([CH3:17])[C:7]=1[CH2:18]/[CH:19]=[C:20](\[CH3:52])/[CH2:21][CH2:22]/[CH:23]=[C:24](\[CH3:51])/[CH2:25][CH2:26]/[CH:27]=[C:28](\[CH3:50])/[CH2:29][CH2:30]/[CH:31]=[C:32](\[CH3:49])/[CH2:33][CH2:34]/[CH:35]=[C:36](\[CH3:48])/[CH2:37][CH2:38]/[CH:39]=[C:40](\[CH3:47])/[CH2:41][CH2:42][CH:43]=[C:44]([CH3:46])[CH3:45])(=[O:4])[CH2:2][CH3:3]. The yield is 0.460.